From a dataset of Reaction yield outcomes from USPTO patents with 853,638 reactions. Predict the reaction yield, written as a fraction of the theoretical maximum amount of product (1.0 means a 100% yield; for example, 0.34 means a 34% yield). (1) The reactants are [CH2:1]([O:5][C:6]1[N:14]=[C:13]2[C:9]([NH:10][C:11](=[O:31])[N:12]2[CH2:15][C:16]2[CH:21]=[CH:20][C:19]([CH2:22][N:23]([CH2:25][C:26]([O:28][CH2:29]C)=[O:27])[CH3:24])=[CH:18][CH:17]=2)=[C:8]([NH2:32])[N:7]=1)[CH2:2][CH2:3][CH3:4].[OH-].[Na+].Cl. No catalyst specified. The product is [CH2:1]([O:5][C:6]1[N:14]=[C:13]2[C:9]([NH:10][C:11](=[O:31])[N:12]2[CH2:15][C:16]2[CH:21]=[CH:20][C:19]([CH2:22][N:23]([CH2:25][C:26]([O:28][CH3:29])=[O:27])[CH3:24])=[CH:18][CH:17]=2)=[C:8]([NH2:32])[N:7]=1)[CH2:2][CH2:3][CH3:4]. The yield is 0.340. (2) The reactants are [N:1]1[CH:6]=[CH:5][CH:4]=[C:3]([C:7]2[C:8]3[CH:15]=[CH:14][C:13]([OH:16])=[CH:12][C:9]=3[S:10][CH:11]=2)[CH:2]=1.[CH2:17](Br)[CH2:18][CH3:19].C(=O)([O-])[O-].[K+].[K+]. The catalyst is CN(C=O)C.C(OCC)(=O)C. The product is [CH2:17]([O:16][C:13]1[CH:14]=[CH:15][C:8]2[C:7]([C:3]3[CH:2]=[N:1][CH:6]=[CH:5][CH:4]=3)=[CH:11][S:10][C:9]=2[CH:12]=1)[CH2:18][CH3:19]. The yield is 0.640. (3) The reactants are [Cl:1][C:2]1[CH:3]=[CH:4][C:5](=[O:8])[NH:6][N:7]=1.IC.[C:11]([O-])([O-])=O.[Cs+].[Cs+]. The catalyst is CN(C)C=O. The product is [Cl:1][C:2]1[CH:3]=[CH:4][C:5](=[O:8])[N:6]([CH3:11])[N:7]=1. The yield is 0.820. (4) The reactants are [Si:1]([O:8][CH:9]1[CH2:13][N:12]([C:14]([O:16][C:17]([CH3:20])([CH3:19])[CH3:18])=[O:15])[CH:11](COS(C)(=O)=O)[CH2:10]1)([C:4]([CH3:7])([CH3:6])[CH3:5])([CH3:3])[CH3:2].[Li+].[B-](CC)(CC)CC. The catalyst is C1COCC1. The product is [Si:1]([O:8][CH:9]1[CH2:10][CH2:11][N:12]([C:14]([O:16][C:17]([CH3:20])([CH3:19])[CH3:18])=[O:15])[CH2:13]1)([C:4]([CH3:7])([CH3:6])[CH3:5])([CH3:3])[CH3:2]. The yield is 1.00. (5) The reactants are [CH3:1][O:2][C:3]1[CH:11]=[CH:10][C:6]([C:7]([OH:9])=O)=[C:5]([CH3:12])[CH:4]=1.[C:13]1([CH3:19])[CH:18]=[CH:17][CH:16]=[CH:15][CH:14]=1.[Cl-].[Al+3].[Cl-].[Cl-].Cl. The catalyst is CN(C)C=O.C(Cl)(=O)C(Cl)=O.C(Cl)(Cl)Cl. The product is [CH3:1][O:2][C:3]1[CH:11]=[CH:10][C:6]([C:7]([C:16]2[CH:17]=[CH:18][C:13]([CH3:19])=[CH:14][CH:15]=2)=[O:9])=[C:5]([CH3:12])[CH:4]=1. The yield is 0.589.